Dataset: NCI-60 drug combinations with 297,098 pairs across 59 cell lines. Task: Regression. Given two drug SMILES strings and cell line genomic features, predict the synergy score measuring deviation from expected non-interaction effect. (1) Drug 1: CC12CCC3C(C1CCC2O)C(CC4=C3C=CC(=C4)O)CCCCCCCCCS(=O)CCCC(C(F)(F)F)(F)F. Drug 2: C1CC(=O)NC(=O)C1N2C(=O)C3=CC=CC=C3C2=O. Cell line: A498. Synergy scores: CSS=-0.637, Synergy_ZIP=0.319, Synergy_Bliss=-1.56, Synergy_Loewe=-4.52, Synergy_HSA=-4.32. (2) Drug 1: C1=CN(C(=O)N=C1N)C2C(C(C(O2)CO)O)O.Cl. Drug 2: C1=NC2=C(N1)C(=S)N=CN2. Cell line: T-47D. Synergy scores: CSS=10.4, Synergy_ZIP=-1.09, Synergy_Bliss=-5.39, Synergy_Loewe=-6.27, Synergy_HSA=-4.02. (3) Drug 1: CC1=CC=C(C=C1)C2=CC(=NN2C3=CC=C(C=C3)S(=O)(=O)N)C(F)(F)F. Drug 2: C1=CN(C(=O)N=C1N)C2C(C(C(O2)CO)O)O.Cl. Cell line: SK-MEL-5. Synergy scores: CSS=7.23, Synergy_ZIP=-3.39, Synergy_Bliss=2.74, Synergy_Loewe=-2.42, Synergy_HSA=2.65.